Predict the reaction yield, written as a fraction of the theoretical maximum amount of product (1.0 means a 100% yield; for example, 0.34 means a 34% yield). From a dataset of Reaction yield outcomes from USPTO patents with 853,638 reactions. (1) The catalyst is C(O)C. The product is [OH:14][C:13]1[N:9]([C:5]2[CH:4]=[C:3]([C:1]#[N:2])[CH:8]=[CH:7][N:6]=2)[N:10]=[CH:11][C:12]=1[CH3:18]. The reactants are [C:1]([C:3]1[CH:8]=[CH:7][N:6]=[C:5]([NH:9][NH:10]/[CH:11]=[C:12](\[CH3:18])/[C:13](OCC)=[O:14])[CH:4]=1)#[N:2].CC([O-])(C)C.[K+]. The yield is 0.740. (2) No catalyst specified. The yield is 0.910. The product is [Br:30][CH2:2][CH2:3][NH:4][S:5]([C:8]1[CH:13]=[CH:12][C:11]([C:14]2[C:15]3[C:16]4[CH:29]=[CH:28][S:27][C:17]=4[C:18](=[O:26])[NH:19][C:20]=3[CH:21]=[CH:22][C:23]=2[OH:24])=[CH:10][CH:9]=1)(=[O:7])=[O:6]. The reactants are O[CH2:2][CH2:3][NH:4][S:5]([C:8]1[CH:13]=[CH:12][C:11]([C:14]2[C:15]3[C:16]4[CH:29]=[CH:28][S:27][C:17]=4[C:18](=[O:26])[NH:19][C:20]=3[CH:21]=[CH:22][C:23]=2[O:24]C)=[CH:10][CH:9]=1)(=[O:7])=[O:6].[Br:30]B(Br)Br. (3) The reactants are Br[C:2]1[CH:3]=[CH:4][C:5]([CH3:18])=[C:6]2[C:11]=1[NH:10][CH:9]=[C:8]([C:12]([O:14][CH2:15][CH3:16])=[O:13])[C:7]2=[O:17].C([O-])(=O)C.[Na+]. The catalyst is [Pd]. The product is [CH3:18][C:5]1[CH:4]=[CH:3][CH:2]=[C:11]2[C:6]=1[C:7](=[O:17])[C:8]([C:12]([O:14][CH2:15][CH3:16])=[O:13])=[CH:9][NH:10]2. The yield is 0.220. (4) The reactants are [OH:1][CH:2]1[C:11]2[C:6](=[CH:7][CH:8]=[C:9](B(O)O)[CH:10]=2)[O:5][C:4]([CH3:16])([CH3:15])[CH2:3]1.Br[C:18]1[C:23](=[O:24])[N:22]([CH2:25][C:26]2[CH:31]=[CH:30][C:29]([C:32]3[C:33]([C:38]#[N:39])=[CH:34][CH:35]=[CH:36][CH:37]=3)=[CH:28][CH:27]=2)[C:21]([CH2:40][CH2:41][CH3:42])=[N:20][C:19]=1[CH2:43][CH3:44]. The catalyst is O1CCOCC1.C(=O)([O-])[O-].[Cs+].[Cs+].C(OCC)(=O)C.C1C=CC(P(C2C=CC=CC=2)[C-]2C=CC=C2)=CC=1.C1C=CC(P(C2C=CC=CC=2)[C-]2C=CC=C2)=CC=1.Cl[Pd]Cl.[Fe+2]. The product is [CH2:43]([C:19]1[N:20]=[C:21]([CH2:40][CH2:41][CH3:42])[N:22]([CH2:25][C:26]2[CH:31]=[CH:30][C:29]([C:32]3[C:33]([C:38]#[N:39])=[CH:34][CH:35]=[CH:36][CH:37]=3)=[CH:28][CH:27]=2)[C:23](=[O:24])[C:18]=1[C:9]1[CH:10]=[C:11]2[C:6](=[CH:7][CH:8]=1)[O:5][C:4]([CH3:16])([CH3:15])[CH2:3][CH:2]2[OH:1])[CH3:44]. The yield is 0.820. (5) The reactants are C(OC(=O)[N:7]([C@H:11]1[CH2:20][CH2:19][C:18]2[C:13](=[CH:14][CH:15]=[C:16]([NH:21][S:22]([C:25]3[CH:30]=[CH:29][C:28]([O:31][CH:32]([F:34])[F:33])=[CH:27][CH:26]=3)(=[O:24])=[O:23])[CH:17]=2)[CH2:12]1)[CH2:8][CH2:9][CH3:10])(C)(C)C.FC(F)(F)C(O)=O.[Cl:43]CCl. No catalyst specified. The product is [ClH:43].[F:34][CH:32]([F:33])[O:31][C:28]1[CH:29]=[CH:30][C:25]([S:22]([NH:21][C:16]2[CH:15]=[CH:14][C:13]3[CH2:12][C@@H:11]([NH:7][CH2:8][CH2:9][CH3:10])[CH2:20][CH2:19][C:18]=3[CH:17]=2)(=[O:24])=[O:23])=[CH:26][CH:27]=1. The yield is 0.770.